Task: Predict the reactants needed to synthesize the given product.. Dataset: Full USPTO retrosynthesis dataset with 1.9M reactions from patents (1976-2016) (1) Given the product [Br:18][C:15]1[CH:16]=[CH:17][C:12]([NH:11][C:10]2[N:9]3[CH:20]=[N:21][CH:22]=[C:8]3[CH:7]=[CH:6][C:5]=2[C:3]([OH:4])=[O:2])=[C:13]([F:19])[CH:14]=1, predict the reactants needed to synthesize it. The reactants are: C[O:2][C:3]([C:5]1[CH:6]=[CH:7][C:8]2[N:9]([CH:20]=[N:21][CH:22]=2)[C:10]=1[NH:11][C:12]1[CH:17]=[CH:16][C:15]([Br:18])=[CH:14][C:13]=1[F:19])=[O:4].[OH-].[Na+]. (2) Given the product [C:10]([O:14][C:15]([N:17]1[CH2:18][CH:19]2[C:25](=[C:26]([F:27])[C:28](=[O:29])[NH:40][S:37]([C:36]3[C:35]([Cl:41])=[C:34]([Cl:42])[S:33][C:32]=3[Cl:31])(=[O:38])=[O:39])[CH:23]([CH2:22][CH2:21][CH2:20]2)[CH2:24]1)=[O:16])([CH3:13])([CH3:11])[CH3:12], predict the reactants needed to synthesize it. The reactants are: CCN(C(C)C)C(C)C.[C:10]([O:14][C:15]([N:17]1[CH2:24][CH:23]2[C:25](=[C:26]([C:28](O)=[O:29])[F:27])[CH:19]([CH2:20][CH2:21][CH2:22]2)[CH2:18]1)=[O:16])([CH3:13])([CH3:12])[CH3:11].[Cl:31][C:32]1[S:33][C:34]([Cl:42])=[C:35]([Cl:41])[C:36]=1[S:37]([NH-:40])(=[O:39])=[O:38].CO. (3) Given the product [CH2:1]([O:9][C:10]1[CH:18]=[CH:17][CH:16]=[C:15]2[C:11]=1[CH:12]=[CH:13][N:14]2[C:22]1[CH:23]=[CH:24][N:25]=[C:20]([NH2:19])[N:21]=1)[CH2:2][C:3]1[CH:4]=[CH:5][CH:6]=[CH:7][CH:8]=1, predict the reactants needed to synthesize it. The reactants are: [CH2:1]([O:9][C:10]1[CH:18]=[CH:17][CH:16]=[C:15]2[C:11]=1[CH:12]=[CH:13][NH:14]2)[CH2:2][C:3]1[CH:8]=[CH:7][CH:6]=[CH:5][CH:4]=1.[NH2:19][C:20]1[N:25]=[C:24](Cl)[CH:23]=[CH:22][N:21]=1. (4) Given the product [C:9]([O:8][C:6](=[O:7])[C:5]1[CH:13]=[CH:14][C:2]([C:24]#[C:23][Si:25]([CH3:28])([CH3:27])[CH3:26])=[CH:3][C:4]=1[CH3:15])([CH3:12])([CH3:11])[CH3:10], predict the reactants needed to synthesize it. The reactants are: Br[C:2]1[CH:14]=[CH:13][C:5]([C:6]([O:8][C:9]([CH3:12])([CH3:11])[CH3:10])=[O:7])=[C:4]([CH3:15])[CH:3]=1.C(NC(C)C)(C)C.[C:23]([Si:25]([CH3:28])([CH3:27])[CH3:26])#[CH:24]. (5) Given the product [Cl:13][C:7]1[CH:8]=[C:9]([Cl:12])[CH:10]=[CH:11][C:6]=1[CH2:5][CH:4]([NH:3][O:2][CH3:1])[CH2:14][F:15], predict the reactants needed to synthesize it. The reactants are: [CH3:1][O:2][N:3]=[C:4]([CH2:14][F:15])[CH2:5][C:6]1[CH:11]=[CH:10][C:9]([Cl:12])=[CH:8][C:7]=1[Cl:13].C([BH3-])#N.[Na+].